Dataset: Catalyst prediction with 721,799 reactions and 888 catalyst types from USPTO. Task: Predict which catalyst facilitates the given reaction. (1) Reactant: Cl[C:2]1[C:7]([CH2:8][C:9]([O:11][CH3:12])=[O:10])=[C:6]([CH3:13])[N:5]=[C:4]([CH2:14][C:15]2[CH:20]=[CH:19][C:18]([N+:21]([O-:23])=[O:22])=[CH:17][CH:16]=2)[N:3]=1.[NH:24]1[CH2:28][CH2:27][CH2:26][CH2:25]1.C(N(CC)CC)C.O. Product: [CH3:13][C:6]1[C:7]([CH2:8][C:9]([O:11][CH3:12])=[O:10])=[C:2]([N:24]2[CH2:28][CH2:27][CH2:26][CH2:25]2)[N:3]=[C:4]([CH2:14][C:15]2[CH:20]=[CH:19][C:18]([N+:21]([O-:23])=[O:22])=[CH:17][CH:16]=2)[N:5]=1. The catalyst class is: 3. (2) Reactant: Cl[C:2]1[C:3]2[CH2:11][CH2:10][N:9](C(=O)C(F)(F)F)[CH2:8][C:4]=2[N:5]=[CH:6][N:7]=1.[O:18]1[CH2:23][CH2:22][CH2:21][CH2:20][CH:19]1[N:24]1[C:28](B2OC(C)(C)C(C)(C)O2)=[CH:27][CH:26]=[N:25]1.O1CCOCC1.C([O-])([O-])=O.[Na+].[Na+]. Product: [NH3:5].[O:18]1[CH2:23][CH2:22][CH2:21][CH2:20][CH:19]1[N:24]1[C:28]([C:2]2[C:3]3[CH2:11][CH2:10][NH:9][CH2:8][C:4]=3[N:5]=[CH:6][N:7]=2)=[CH:27][CH:26]=[N:25]1. The catalyst class is: 257. (3) Reactant: [Br:1][C:2]1[CH:10]=[CH:9][C:5]([C:6](Cl)=[O:7])=[CH:4][CH:3]=1.[NH:11]1[CH2:16][CH2:15][O:14][CH2:13][CH2:12]1.CCN(C(C)C)C(C)C.O. Product: [Br:1][C:2]1[CH:10]=[CH:9][C:5]([C:6]([N:11]2[CH2:16][CH2:15][O:14][CH2:13][CH2:12]2)=[O:7])=[CH:4][CH:3]=1. The catalyst class is: 1.